From a dataset of Peptide-MHC class II binding affinity with 134,281 pairs from IEDB. Regression. Given a peptide amino acid sequence and an MHC pseudo amino acid sequence, predict their binding affinity value. This is MHC class II binding data. (1) The peptide sequence is IPTFLQEALNIALVA. The MHC is DRB1_0405 with pseudo-sequence DRB1_0405. The binding affinity (normalized) is 0.802. (2) The peptide sequence is GELQIVDKIDAAFKI. The MHC is HLA-DPA10301-DPB10402 with pseudo-sequence HLA-DPA10301-DPB10402. The binding affinity (normalized) is 0.287.